Dataset: Full USPTO retrosynthesis dataset with 1.9M reactions from patents (1976-2016). Task: Predict the reactants needed to synthesize the given product. (1) Given the product [OH:1][C:2]1[CH:7]=[CH:6][N:5]=[C:4]([C:8]([O:10][CH3:16])=[O:9])[CH:3]=1, predict the reactants needed to synthesize it. The reactants are: [OH:1][C:2]1[CH:7]=[CH:6][N:5]=[C:4]([C:8]([OH:10])=[O:9])[CH:3]=1.OS(O)(=O)=O.[CH3:16]O. (2) Given the product [C:5]12([C:3]([OH:4])=[O:2])[CH2:14][CH:9]3[CH2:10][CH:11]([CH2:13][CH:7]([CH2:8]3)[O:6]1)[CH2:12]2, predict the reactants needed to synthesize it. The reactants are: C[O:2][C:3]([C:5]12[CH2:14][CH:9]3[CH2:10][CH:11]([CH2:13][CH:7]([CH2:8]3)[O:6]1)[CH2:12]2)=[O:4].[OH-].[Na+]. (3) Given the product [C:10]([CH:7]1[CH2:8][CH2:9][CH:4]2[CH2:5][CH:6]1[NH:2][S:1](=[O:14])(=[O:15])[O:3]2)([CH3:12])([CH3:11])[CH3:13], predict the reactants needed to synthesize it. The reactants are: [S:1](=[O:15])(=[O:14])([O:3][C@H:4]1[CH2:9][CH2:8][C@@H:7]([C:10]([CH3:13])([CH3:12])[CH3:11])[CH2:6][CH2:5]1)[NH2:2]. (4) Given the product [CH2:1]([N:4]1[CH:8]=[CH:7][N:6]=[C:5]1[C:9]1[S:13][C:12]([C:14]2[CH:19]=[CH:18][N:17]=[C:16]([NH:20][C:21](=[O:23])[CH3:22])[CH:15]=2)=[N:11][C:10]=1[CH2:26][C:27]1[CH:32]=[CH:31][CH:30]=[CH:29][CH:28]=1)[CH:2]=[CH2:3], predict the reactants needed to synthesize it. The reactants are: [CH2:1]([N:4]1[CH:8]=[CH:7][N:6]=[C:5]1[C:9]1[S:13][C:12]([C:14]2[CH:19]=[CH:18][N:17]=[C:16]([NH:20][C:21](=[O:23])[CH3:22])[CH:15]=2)=[N:11][C:10]=1Br)[CH:2]=[CH2:3].[Br-].[CH2:26]([Zn+])[C:27]1[CH:32]=[CH:31][CH:30]=[CH:29][CH:28]=1. (5) Given the product [Cl:19][C:16]([F:18])([F:17])[O:15][C:12]1[CH:13]=[CH:14][C:9]([NH:8][C:6](=[O:7])[C:5]2[CH:20]=[C:21]([C:22]3[NH:26][N:25]=[CH:24][CH:23]=3)[C:2]([NH:48][CH2:53][CH2:52][CH:61]([OH:55])[CH2:65][OH:64])=[N:3][CH:4]=2)=[CH:10][CH:11]=1, predict the reactants needed to synthesize it. The reactants are: Cl[C:2]1[C:21]([C:22]2[N:26](C3CCCCO3)[N:25]=[CH:24][CH:23]=2)=[CH:20][C:5]([C:6]([NH:8][C:9]2[CH:14]=[CH:13][C:12]([O:15][C:16]([Cl:19])([F:18])[F:17])=[CH:11][CH:10]=2)=[O:7])=[CH:4][N:3]=1.C(N)CC=C.CCN(C(C)C)C(C)C.C[N+:48]1([O-])[CH2:53][CH2:52]OCC1.[OH:55]S([O-])(=O)=O.[K+].[CH2:61]1[CH2:65][O:64]CC1. (6) Given the product [Cl:11][CH2:25][C:17]1[CH:18]=[C:19]([C:21]([F:24])([F:23])[F:22])[CH:20]=[C:15]([N+:12]([O-:14])=[O:13])[CH:16]=1, predict the reactants needed to synthesize it. The reactants are: S([Cl:11])(C1C=CC(C)=CC=1)(=O)=O.[N+:12]([C:15]1[CH:16]=[C:17]([CH2:25]O)[CH:18]=[C:19]([C:21]([F:24])([F:23])[F:22])[CH:20]=1)([O-:14])=[O:13].C(N(CC)CC)C. (7) Given the product [CH3:12][C:13]1[CH:14]=[CH:15][C:16]([S:19]([O:22][CH2:23][CH:24]([OH:35])[CH2:25][C:26]2[CH:31]=[CH:30][CH:29]=[C:28]([C:8]([CH3:10])([CH3:9])[CH3:7])[C:27]=2[OH:34])(=[O:20])=[O:21])=[CH:17][CH:18]=1, predict the reactants needed to synthesize it. The reactants are: S(C1C=[CH:10][C:8]([CH3:9])=[CH:7]C=1)([O-])(=O)=O.[CH3:12][C:13]1[CH:18]=[CH:17][C:16]([S:19]([O:22][CH2:23][CH:24]([OH:35])[CH2:25][C:26]2[CH:31]=[CH:30][C:29](OC)=[CH:28][C:27]=2[OH:34])(=[O:21])=[O:20])=[CH:15][CH:14]=1.